From a dataset of Full USPTO retrosynthesis dataset with 1.9M reactions from patents (1976-2016). Predict the reactants needed to synthesize the given product. Given the product [CH3:45][C:41]1[CH:42]=[C:43]2[C:38](=[CH:39][CH:40]=1)[NH:37][C:36]1[N:35]=[CH:34][CH:33]=[C:32]([C:58]3[CH:57]=[C:56]([CH:55]=[CH:54][CH:59]=3)[CH2:21][CH2:22][NH:23][C:24](=[O:30])[O:25][C:26]([CH3:29])([CH3:28])[CH3:27])[C:44]2=1, predict the reactants needed to synthesize it. The reactants are: N1C2NC3C(C=2C(C2C=C(N[CH2:21][CH2:22][NH:23][C:24](=[O:30])[O:25][C:26]([CH3:29])([CH3:28])[CH3:27])C=CC=2)=CC=1)=CC=CC=3.Br[C:32]1[C:44]2[C:43]3[C:38](=[CH:39][CH:40]=[C:41]([CH3:45])[CH:42]=3)[NH:37][C:36]=2[N:35]=[CH:34][CH:33]=1.CC1(C)C(C)(C)OB([C:54]2[CH:55]=[C:56](NCCNC(=O)OC(C)(C)C)[CH:57]=[CH:58][CH:59]=2)O1.C(=O)([O-])[O-].[Na+].[Na+].